This data is from Reaction yield outcomes from USPTO patents with 853,638 reactions. The task is: Predict the reaction yield, written as a fraction of the theoretical maximum amount of product (1.0 means a 100% yield; for example, 0.34 means a 34% yield). (1) The reactants are [NH2:1][C:2]1[CH:7]=[CH:6][CH:5]=[CH:4][C:3]=1[C:8]1[NH:9][C:10]2[C:15]([C:16]=1[CH:17]1[CH2:22][CH2:21][CH2:20][CH2:19][CH2:18]1)=[CH:14][CH:13]=[C:12]([C:23]([O:25][CH3:26])=[O:24])[CH:11]=2.C([O-])(=O)C.[Na+].C(O)(=O)C.[Cl:36][CH2:37][C:38](Cl)=[O:39].C(=O)([O-])O.[Na+]. The product is [Cl:36][CH2:37][C:38]([NH:1][C:2]1[CH:7]=[CH:6][CH:5]=[CH:4][C:3]=1[C:8]1[NH:9][C:10]2[C:15]([C:16]=1[CH:17]1[CH2:22][CH2:21][CH2:20][CH2:19][CH2:18]1)=[CH:14][CH:13]=[C:12]([C:23]([O:25][CH3:26])=[O:24])[CH:11]=2)=[O:39]. The yield is 1.00. The catalyst is O1CCCC1. (2) The reactants are [CH2:1]([CH:8]([NH:32][C:33]([C:35]1[CH:44]=[N:43]C2C(=CC=CC=2)[N:36]=1)=[O:34])[CH:9]([O:24][Si:25]([C:28]([CH3:31])([CH3:30])[CH3:29])([CH3:27])[CH3:26])[CH2:10][CH:11]([C:18](=O)[NH:19][CH2:20][CH:21]=[O:22])[CH2:12][CH2:13][C:14]([F:17])([CH3:16])[CH3:15])[C:2]1[CH:7]=[CH:6][CH:5]=[CH:4][CH:3]=1.[C:58]1(P([C:58]2[CH:63]=[CH:62][CH:61]=[CH:60][CH:59]=2)[C:58]2[CH:63]=[CH:62][CH:61]=[CH:60][CH:59]=2)[CH:63]=[CH:62][CH:61]=[CH:60][CH:59]=1.ClC(Cl)(Cl)C(Cl)(Cl)Cl.C(N(CC)CC)C. The catalyst is C(Cl)Cl. The product is [CH2:1]([CH:8]([NH:32][C:33]([C:35]1[CH:44]=[N:43][C:59]2[C:58](=[CH:63][CH:62]=[CH:61][CH:60]=2)[N:36]=1)=[O:34])[CH:9]([O:24][Si:25]([C:28]([CH3:29])([CH3:31])[CH3:30])([CH3:26])[CH3:27])[CH2:10][CH:11]([C:18]1[O:22][CH:21]=[CH:20][N:19]=1)[CH2:12][CH2:13][C:14]([F:17])([CH3:16])[CH3:15])[C:2]1[CH:3]=[CH:4][CH:5]=[CH:6][CH:7]=1. The yield is 0.620. (3) The reactants are [N:1]1[CH:2]=[CH:3][N:4]2[CH:9]=[C:8]([C:10]([NH:12][NH2:13])=[O:11])[CH:7]=[CH:6][C:5]=12.[F:14][C:15]([F:28])([F:27])[C:16]1[CH:17]=[C:18]([CH2:22][CH2:23][C:24](O)=O)[CH:19]=[CH:20][CH:21]=1. No catalyst specified. The product is [F:14][C:15]([F:27])([F:28])[C:16]1[CH:17]=[C:18]([CH2:22][CH2:23][C:24]2[O:11][C:10]([C:8]3[CH:7]=[CH:6][C:5]4[N:4]([CH:3]=[CH:2][N:1]=4)[CH:9]=3)=[N:12][N:13]=2)[CH:19]=[CH:20][CH:21]=1. The yield is 0.580. (4) The reactants are Br[C:2]1[C:3]([NH:10][CH2:11][CH:12]([CH3:14])[CH3:13])=[N:4][C:5]([C:8]#[N:9])=[N:6][CH:7]=1.[C:15]1([CH2:21][C:22]#[CH:23])[CH:20]=[CH:19][CH:18]=[CH:17][CH:16]=1.C(N(CC)CC)C.[Cl-].[NH4+]. The catalyst is CN(C=O)C.Cl[Pd](Cl)([P](C1C=CC=CC=1)(C1C=CC=CC=1)C1C=CC=CC=1)[P](C1C=CC=CC=1)(C1C=CC=CC=1)C1C=CC=CC=1.[Cu]I. The product is [CH2:21]([C:22]1[N:10]([CH2:11][CH:12]([CH3:14])[CH3:13])[C:3]2[N:4]=[C:5]([C:8]#[N:9])[N:6]=[CH:7][C:2]=2[CH:23]=1)[C:15]1[CH:20]=[CH:19][CH:18]=[CH:17][CH:16]=1. The yield is 0.406. (5) The reactants are [ClH:1].[CH:2]1([C:5](=[O:33])[CH:6]([N:14]2[CH2:19][CH2:18][CH:17]([SH:20])/[C:16](=[CH:21]\[C:22]3[N:23]([CH2:27][C:28]([O:30]CC)=[O:29])[CH:24]=[CH:25][N:26]=3)/[CH2:15]2)[C:7]2[CH:12]=[CH:11][CH:10]=[CH:9][C:8]=2[F:13])[CH2:4][CH2:3]1.Cl. The yield is 0.950. The catalyst is C(#N)C. The product is [ClH:1].[C:28]([CH2:27][N:23]1[CH:24]=[CH:25][N:26]=[C:22]1/[CH:21]=[C:16]1/[CH2:15][N:14]([CH:6]([C:7]2[CH:12]=[CH:11][CH:10]=[CH:9][C:8]=2[F:13])[C:5]([CH:2]2[CH2:3][CH2:4]2)=[O:33])[CH2:19][CH2:18][CH:17]/1[SH:20])([OH:30])=[O:29].